Dataset: Reaction yield outcomes from USPTO patents with 853,638 reactions. Task: Predict the reaction yield, written as a fraction of the theoretical maximum amount of product (1.0 means a 100% yield; for example, 0.34 means a 34% yield). (1) The reactants are [NH2:1][C:2]([C:4]1[CH:5]=[C:6]2[C:11](=[CH:12][CH:13]=1)[C:10](=[O:14])[N:9]([CH2:15][CH:16]([CH3:18])[CH3:17])[C:8]([CH2:19][NH:20][C:21](=[O:37])[O:22][CH2:23][CH:24]1[C:36]3[CH:35]=[CH:34][CH:33]=[CH:32][C:31]=3[C:30]3[C:25]1=[CH:26][CH:27]=[CH:28][CH:29]=3)=[C:7]2[C:38]1[CH:43]=[CH:42][CH:41]=[CH:40][CH:39]=1)=[S:3].Br[CH2:45][C:46](=O)[C:47]([O:49][CH2:50][CH3:51])=[O:48].O. The catalyst is C(O)C. The product is [CH:35]1[C:36]2[CH:24]([CH2:23][O:22][C:21]([NH:20][CH2:19][C:8]3[N:9]([CH2:15][CH:16]([CH3:18])[CH3:17])[C:10](=[O:14])[C:11]4[C:6]([C:7]=3[C:38]3[CH:43]=[CH:42][CH:41]=[CH:40][CH:39]=3)=[CH:5][C:4]([C:2]3[S:3][CH:45]=[C:46]([C:47]([O:49][CH2:50][CH3:51])=[O:48])[N:1]=3)=[CH:13][CH:12]=4)=[O:37])[C:25]3[C:30](=[CH:29][CH:28]=[CH:27][CH:26]=3)[C:31]=2[CH:32]=[CH:33][CH:34]=1. The yield is 0.703. (2) The reactants are Cl.[Cl:2][C:3]1[CH:8]=[CH:7][C:6]([O:9][CH2:10][CH:11]2[CH2:16][CH2:15][NH:14][CH2:13][CH2:12]2)=[CH:5][N:4]=1.[CH2:17]([C:19]1([CH2:22][CH3:23])[CH2:21][O:20]1)[CH3:18].C([O-])([O-])=O.[K+].[K+].O. The catalyst is CCO. The product is [Cl:2][C:3]1[N:4]=[CH:5][C:6]([O:9][CH2:10][CH:11]2[CH2:16][CH2:15][N:14]([CH2:21][C:19]([OH:20])([CH2:22][CH3:23])[CH2:17][CH3:18])[CH2:13][CH2:12]2)=[CH:7][CH:8]=1. The yield is 0.920.